This data is from Full USPTO retrosynthesis dataset with 1.9M reactions from patents (1976-2016). The task is: Predict the reactants needed to synthesize the given product. (1) Given the product [C:1]([C:5]1[N:10]=[CH:9][C:8]([C:11]2[N:12]([C:32]([N:41]3[CH2:40][CH2:39][N:38]([CH2:44][C:45]([NH:47][CH2:48][CH:49]4[CH2:53][CH2:52][CH2:51][O:50]4)=[O:46])[CH2:43][CH2:42]3)=[O:33])[C@@:13]([C:25]3[CH:26]=[CH:27][C:28]([Cl:31])=[CH:29][CH:30]=3)([CH3:24])[C@@:14]([C:17]3[CH:18]=[CH:19][C:20]([Cl:23])=[CH:21][CH:22]=3)([CH3:16])[N:15]=2)=[C:7]([O:35][CH2:36][CH3:37])[CH:6]=1)([CH3:2])([CH3:3])[CH3:4], predict the reactants needed to synthesize it. The reactants are: [C:1]([C:5]1[N:10]=[CH:9][C:8]([C:11]2[N:12]([C:32](Cl)=[O:33])[C@@:13]([C:25]3[CH:30]=[CH:29][C:28]([Cl:31])=[CH:27][CH:26]=3)([CH3:24])[C@@:14]([C:17]3[CH:22]=[CH:21][C:20]([Cl:23])=[CH:19][CH:18]=3)([CH3:16])[N:15]=2)=[C:7]([O:35][CH2:36][CH3:37])[CH:6]=1)([CH3:4])([CH3:3])[CH3:2].[N:38]1([CH2:44][C:45]([NH:47][CH2:48][CH:49]2[CH2:53][CH2:52][CH2:51][O:50]2)=[O:46])[CH2:43][CH2:42][NH:41][CH2:40][CH2:39]1. (2) Given the product [Cl:27][C:28]1[CH:33]=[C:32]([C:2]2[CH:3]=[C:4]3[C:9](=[CH:10][CH:11]=2)[N:8]=[CH:7][C:6]([C:12](=[O:14])[CH3:13])=[C:5]3[NH:15][C:16]2[CH:21]=[CH:20][CH:19]=[C:18]([CH2:22][CH2:23][N:24]([CH3:26])[CH3:25])[CH:17]=2)[CH:31]=[C:30]([Cl:43])[C:29]=1[OH:44], predict the reactants needed to synthesize it. The reactants are: Br[C:2]1[CH:3]=[C:4]2[C:9](=[CH:10][CH:11]=1)[N:8]=[CH:7][C:6]([C:12](=[O:14])[CH3:13])=[C:5]2[NH:15][C:16]1[CH:21]=[CH:20][CH:19]=[C:18]([CH2:22][CH2:23][N:24]([CH3:26])[CH3:25])[CH:17]=1.[Cl:27][C:28]1[CH:33]=[C:32](B2OC(C)(C)C(C)(C)O2)[CH:31]=[C:30]([Cl:43])[C:29]=1[OH:44]. (3) Given the product [CH3:1][CH:2]([CH3:6])[CH:3]([NH:5][C:10](=[O:11])[CH2:9][C:8](=[O:12])[CH3:7])[CH3:4], predict the reactants needed to synthesize it. The reactants are: [CH3:1][CH:2]([CH3:6])[CH:3]([NH2:5])[CH3:4].[CH2:7]=[C:8]1[O:12][C:10](=[O:11])[CH2:9]1. (4) The reactants are: Br[C:2]1[CH:3]=[C:4]2[C:9](=[CH:10][CH:11]=1)[N:8]=[CH:7][N:6]([C:12]1[CH:17]=[CH:16][CH:15]=[CH:14][CH:13]=1)[C:5]2=[O:18].[F:19][C:20]1[CH:25]=[CH:24][C:23]([C:26]2[O:27][C:28]3[CH:38]=[C:37]([N:39]([CH3:44])[S:40]([CH3:43])(=[O:42])=[O:41])[C:36](B4OC(C)(C)C(C)(C)O4)=[CH:35][C:29]=3[C:30]=2[C:31]([NH:33][CH3:34])=[O:32])=[CH:22][CH:21]=1.[O-]P([O-])([O-])=O.[K+].[K+].[K+]. Given the product [F:19][C:20]1[CH:25]=[CH:24][C:23]([C:26]2[O:27][C:28]3[CH:38]=[C:37]([N:39]([CH3:44])[S:40]([CH3:43])(=[O:41])=[O:42])[C:36]([C:2]4[CH:3]=[C:4]5[C:9](=[CH:10][CH:11]=4)[N:8]=[CH:7][N:6]([C:12]4[CH:17]=[CH:16][CH:15]=[CH:14][CH:13]=4)[C:5]5=[O:18])=[CH:35][C:29]=3[C:30]=2[C:31]([NH:33][CH3:34])=[O:32])=[CH:22][CH:21]=1, predict the reactants needed to synthesize it. (5) Given the product [ClH:3].[Cl:3][CH2:4][CH2:5][CH2:6][N:7]1[CH2:12][CH2:11][N:10]([S:21]([CH3:20])(=[O:23])=[O:22])[CH2:9][CH2:8]1, predict the reactants needed to synthesize it. The reactants are: Cl.Cl.[Cl:3][CH2:4][CH2:5][CH2:6][N:7]1[CH2:12][CH2:11][NH:10][CH2:9][CH2:8]1.C(N(CC)CC)C.[CH3:20][S:21](Cl)(=[O:23])=[O:22].Cl.